From a dataset of Full USPTO retrosynthesis dataset with 1.9M reactions from patents (1976-2016). Predict the reactants needed to synthesize the given product. (1) The reactants are: Cl[C:2]1[N:7]=[CH:6][C:5]([CH2:8][N:9]2[C:13]([CH3:14])=[CH:12][C:11]([C:15]3[O:19][N:18]=[C:17]([C:20]4[CH:33]=[CH:32][C:23]([CH2:24][N:25]([CH:29]([CH3:31])[CH3:30])[CH:26]([CH3:28])[CH3:27])=[CH:22][CH:21]=4)[N:16]=3)=[N:10]2)=[CH:4][CH:3]=1.[CH3:34][NH2:35]. Given the product [CH:26]([N:25]([CH2:24][C:23]1[CH:32]=[CH:33][C:20]([C:17]2[N:16]=[C:15]([C:11]3[CH:12]=[C:13]([CH3:14])[N:9]([CH2:8][C:5]4[CH:4]=[CH:3][C:2]([NH:35][CH3:34])=[N:7][CH:6]=4)[N:10]=3)[O:19][N:18]=2)=[CH:21][CH:22]=1)[CH:29]([CH3:31])[CH3:30])([CH3:28])[CH3:27], predict the reactants needed to synthesize it. (2) The reactants are: [CH3:1][N:2]1[C:6]2[CH:7]=[CH:8][C:9]([C:11](O)=[O:12])=[CH:10][C:5]=2[N:4]=[C:3]1[NH:14][C:15]1[S:16][C:17]2[CH:23]=[C:22]([O:24][C:25]([F:28])([F:27])[F:26])[CH:21]=[CH:20][C:18]=2[N:19]=1.[CH:29]1[C:41]2[CH:40]([CH2:42][O:43][C:44](=[O:52])[NH:45][CH2:46][CH2:47][O:48][CH2:49][CH2:50][NH2:51])[C:39]3[C:34](=[CH:35][CH:36]=[CH:37][CH:38]=3)[C:33]=2[CH:32]=[CH:31][CH:30]=1.CN(C(ON1N=NC2C=CC=CC1=2)=[N+](C)C)C.F[P-](F)(F)(F)(F)F.CCN(C(C)C)C(C)C. Given the product [CH:38]1[C:39]2[CH:40]([CH2:42][O:43][C:44](=[O:52])[NH:45][CH2:46][CH2:47][O:48][CH2:49][CH2:50][NH:51][C:11]([C:9]3[CH:8]=[CH:7][C:6]4[N:2]([CH3:1])[C:3]([NH:14][C:15]5[S:16][C:17]6[CH:23]=[C:22]([O:24][C:25]([F:28])([F:26])[F:27])[CH:21]=[CH:20][C:18]=6[N:19]=5)=[N:4][C:5]=4[CH:10]=3)=[O:12])[C:41]3[C:33](=[CH:32][CH:31]=[CH:30][CH:29]=3)[C:34]=2[CH:35]=[CH:36][CH:37]=1, predict the reactants needed to synthesize it. (3) Given the product [CH3:3][O:4][C:5]1[CH:10]=[CH:9][C:8]([C:11]2([CH:14]=[O:15])[CH2:13][CH2:12]2)=[CH:7][CH:6]=1, predict the reactants needed to synthesize it. The reactants are: N#N.[CH3:3][O:4][C:5]1[CH:10]=[CH:9][C:8]([C:11]2([CH2:14][OH:15])[CH2:13][CH2:12]2)=[CH:7][CH:6]=1. (4) Given the product [OH:27][CH2:26][C@@H:22]1[CH2:23][CH2:24][CH2:25][N:20]([C:13]([C:11]2[S:12][C:8]([C:5]3[C:4]([CH3:16])=[C:3]([C:2]([F:18])([F:17])[F:1])[O:7][N:6]=3)=[CH:9][CH:10]=2)=[O:14])[CH2:21]1, predict the reactants needed to synthesize it. The reactants are: [F:1][C:2]([F:18])([F:17])[C:3]1[O:7][N:6]=[C:5]([C:8]2[S:12][C:11]([C:13](Cl)=[O:14])=[CH:10][CH:9]=2)[C:4]=1[CH3:16].Cl.[NH:20]1[CH2:25][CH2:24][CH2:23][C@H:22]([CH2:26][OH:27])[CH2:21]1. (5) Given the product [C:21]([O:24][C:25]([N:12]1[C:11]2[CH:13]=[CH:14][C:15]([O:17][CH3:18])=[CH:16][C:10]=2[N:9]=[C:8]1[C:6]1[CH:7]=[C:2]([Br:1])[CH:3]=[CH:4][C:5]=1[F:19])=[O:26])([CH3:23])([CH3:22])[CH3:20], predict the reactants needed to synthesize it. The reactants are: [Br:1][C:2]1[CH:3]=[CH:4][C:5]([F:19])=[C:6]([C:8]2[NH:12][C:11]3[CH:13]=[CH:14][C:15]([O:17][CH3:18])=[CH:16][C:10]=3[N:9]=2)[CH:7]=1.[CH3:20][C:21]([O:24][C:25](O[C:25]([O:24][C:21]([CH3:23])([CH3:22])[CH3:20])=[O:26])=[O:26])([CH3:23])[CH3:22].